Task: Regression. Given a peptide amino acid sequence and an MHC pseudo amino acid sequence, predict their binding affinity value. This is MHC class II binding data.. Dataset: Peptide-MHC class II binding affinity with 134,281 pairs from IEDB (1) The peptide sequence is MGAVLIWVGINTRNM. The MHC is DRB4_0101 with pseudo-sequence DRB4_0103. The binding affinity (normalized) is 0.608. (2) The peptide sequence is YDKFRANVSTVLTGK. The MHC is DRB1_0101 with pseudo-sequence DRB1_0101. The binding affinity (normalized) is 0.948. (3) The peptide sequence is RNITGTSSTPEAVSL. The MHC is DRB1_0401 with pseudo-sequence DRB1_0401. The binding affinity (normalized) is 0.619. (4) The peptide sequence is RSTTDSGKVIPEWCC. The MHC is HLA-DQA10303-DQB10402 with pseudo-sequence HLA-DQA10303-DQB10402. The binding affinity (normalized) is 0.371.